From a dataset of Forward reaction prediction with 1.9M reactions from USPTO patents (1976-2016). Predict the product of the given reaction. The product is: [CH3:42][C:38]1[N:37]=[C:36]([NH:35][S:32]([C:29]2[CH:30]=[CH:31][C:26]([C:49]3[CH:50]=[CH:51][C:46]([C:44]#[N:45])=[CH:47][CH:48]=3)=[CH:27][C:28]=2[F:43])(=[O:34])=[O:33])[CH:41]=[CH:40][CH:39]=1. Given the reactants CC1N=C(NS(C2C=CC(C3C=CC(Cl)=CC=3)=CC=2)(=O)=O)C=CC=1.Br[C:26]1[CH:31]=[CH:30][C:29]([S:32]([NH:35][C:36]2[CH:41]=[CH:40][CH:39]=[C:38]([CH3:42])[N:37]=2)(=[O:34])=[O:33])=[C:28]([F:43])[CH:27]=1.[C:44]([C:46]1[CH:51]=[CH:50][C:49](B(O)O)=[CH:48][CH:47]=1)#[N:45], predict the reaction product.